From a dataset of Peptide-MHC class I binding affinity with 185,985 pairs from IEDB/IMGT. Regression. Given a peptide amino acid sequence and an MHC pseudo amino acid sequence, predict their binding affinity value. This is MHC class I binding data. (1) The peptide sequence is IPEPEGPDA. The MHC is HLA-B51:01 with pseudo-sequence HLA-B51:01. The binding affinity (normalized) is 0.204. (2) The MHC is HLA-A68:01 with pseudo-sequence HLA-A68:01. The peptide sequence is ETLGEKWKR. The binding affinity (normalized) is 0.608. (3) The peptide sequence is RVAAVKAPR. The MHC is HLA-A68:02 with pseudo-sequence HLA-A68:02. The binding affinity (normalized) is 0.0471. (4) The peptide sequence is ALRQARAAF. The MHC is HLA-A32:07 with pseudo-sequence HLA-A32:07. The binding affinity (normalized) is 0.533. (5) The peptide sequence is FFSPFFFSL. The MHC is HLA-B46:01 with pseudo-sequence HLA-B46:01. The binding affinity (normalized) is 0.0847. (6) The peptide sequence is SAEPVPLQL. The MHC is HLA-B40:02 with pseudo-sequence HLA-B40:02. The binding affinity (normalized) is 0. (7) The peptide sequence is ISDVKVLAAR. The binding affinity (normalized) is 0.638. The MHC is HLA-A31:01 with pseudo-sequence HLA-A31:01.